Dataset: HIV replication inhibition screening data with 41,000+ compounds from the AIDS Antiviral Screen. Task: Binary Classification. Given a drug SMILES string, predict its activity (active/inactive) in a high-throughput screening assay against a specified biological target. (1) The result is 0 (inactive). The compound is C=C(C)COC1CCCCO1. (2) The drug is C=CCCCCON=Cc1c2c(O)c3c(O)c(C)c4c(c3c1O)C(=O)C(C)(OC=CC(OC)C(C)C(OC(C)=O)C(C)C(O)C(C)C(O)C(C)C=CC=C(C)C(=O)N2)O4. The result is 0 (inactive). (3) The molecule is COc1ccc2c(c1)c(=O)c1c(NCCNCCO)ccc3c(=O)n(CCN(C)C)c(=O)n2c31.Cl. The result is 0 (inactive). (4) The compound is CN=C(N=C1N(C)C(C)(C)P(=O)(O)N1C)NC. The result is 0 (inactive). (5) The drug is O=C1NC(=S)SC1=Cc1ccc2c(c1)OCO2. The result is 0 (inactive). (6) The drug is CCOC(=O)NC(OC)(C(F)(F)F)C(F)(F)F. The result is 0 (inactive). (7) The compound is Nc1nc(O)c2cc(Sc3ccc4nc(N)nc(O)c4c3)ccc2n1. The result is 0 (inactive). (8) The compound is C(#CCN1CCCCCC1)CN1CCCCCC1. The result is 0 (inactive).